This data is from NCI-60 drug combinations with 297,098 pairs across 59 cell lines. The task is: Regression. Given two drug SMILES strings and cell line genomic features, predict the synergy score measuring deviation from expected non-interaction effect. (1) Drug 1: CC(C1=C(C=CC(=C1Cl)F)Cl)OC2=C(N=CC(=C2)C3=CN(N=C3)C4CCNCC4)N. Drug 2: C1CN1P(=S)(N2CC2)N3CC3. Cell line: SN12C. Synergy scores: CSS=16.5, Synergy_ZIP=-6.41, Synergy_Bliss=-2.41, Synergy_Loewe=-2.14, Synergy_HSA=-0.607. (2) Drug 1: CC1C(C(CC(O1)OC2CC(CC3=C2C(=C4C(=C3O)C(=O)C5=C(C4=O)C(=CC=C5)OC)O)(C(=O)C)O)N)O.Cl. Drug 2: C1CNP(=O)(OC1)N(CCCl)CCCl. Cell line: PC-3. Synergy scores: CSS=15.0, Synergy_ZIP=-4.92, Synergy_Bliss=-3.15, Synergy_Loewe=-9.84, Synergy_HSA=-2.08. (3) Drug 1: CS(=O)(=O)OCCCCOS(=O)(=O)C. Drug 2: N.N.Cl[Pt+2]Cl. Cell line: SR. Synergy scores: CSS=67.2, Synergy_ZIP=-2.22, Synergy_Bliss=-3.32, Synergy_Loewe=-3.00, Synergy_HSA=0.480. (4) Drug 1: C1=CC=C(C=C1)NC(=O)CCCCCCC(=O)NO. Drug 2: CC(C)CN1C=NC2=C1C3=CC=CC=C3N=C2N. Cell line: KM12. Synergy scores: CSS=24.0, Synergy_ZIP=-6.83, Synergy_Bliss=-9.12, Synergy_Loewe=-11.9, Synergy_HSA=-10.6. (5) Drug 1: CCN(CC)CCCC(C)NC1=C2C=C(C=CC2=NC3=C1C=CC(=C3)Cl)OC. Drug 2: CC(C)CN1C=NC2=C1C3=CC=CC=C3N=C2N. Cell line: KM12. Synergy scores: CSS=13.6, Synergy_ZIP=-3.54, Synergy_Bliss=0.475, Synergy_Loewe=-2.60, Synergy_HSA=-6.99. (6) Drug 1: C1CC(=O)NC(=O)C1N2C(=O)C3=CC=CC=C3C2=O. Drug 2: C1C(C(OC1N2C=NC3=C2NC=NCC3O)CO)O. Cell line: PC-3. Synergy scores: CSS=3.81, Synergy_ZIP=-1.53, Synergy_Bliss=-2.91, Synergy_Loewe=-0.777, Synergy_HSA=-3.17. (7) Drug 1: C1=CC=C(C=C1)NC(=O)CCCCCCC(=O)NO. Drug 2: CN1C2=C(C=C(C=C2)N(CCCl)CCCl)N=C1CCCC(=O)O.Cl. Cell line: SF-295. Synergy scores: CSS=13.5, Synergy_ZIP=-3.39, Synergy_Bliss=-1.64, Synergy_Loewe=-14.9, Synergy_HSA=-0.799.